Dataset: Catalyst prediction with 721,799 reactions and 888 catalyst types from USPTO. Task: Predict which catalyst facilitates the given reaction. (1) Reactant: [CH2:1]([C:3]1([CH3:21])[CH:12]=[CH:11][C:10]2[C:5](=[CH:6][CH:7]=[C:8]([CH2:13][NH:14][C:15]3[CH:20]=[CH:19][CH:18]=[CH:17][CH:16]=3)[CH:9]=2)[O:4]1)[CH3:2].CCN(CC)CC.[CH3:29][O:30][C:31]1[CH:32]=[C:33]([S:39](Cl)(=[O:41])=[O:40])[CH:34]=[CH:35][C:36]=1[O:37][CH3:38].[NH4+].[Cl-]. Product: [CH2:1]([C:3]1([CH3:21])[CH:12]=[CH:11][C:10]2[C:5](=[CH:6][CH:7]=[C:8]([CH2:13][N:14]([C:15]3[CH:16]=[CH:17][CH:18]=[CH:19][CH:20]=3)[S:39]([C:33]3[CH:34]=[CH:35][C:36]([O:37][CH3:38])=[C:31]([O:30][CH3:29])[CH:32]=3)(=[O:41])=[O:40])[CH:9]=2)[O:4]1)[CH3:2]. The catalyst class is: 2. (2) Reactant: C(OC(=O)[N:7]([C:16]1[S:17][C@:18]2([CH2:32][NH2:33])[C@H:20]([C@:21]([C:24]3[CH:29]=[CH:28][CH:27]=[C:26]([F:30])[C:25]=3[F:31])([CH3:23])[N:22]=1)[CH2:19]2)COCC[Si](C)(C)C)(C)(C)C.S(=O)(=O)(O)O.[N+:40]([O-])([O-:42])=[O:41].[Na+].P([O-])([O-])([O-])=O.[K+].[K+].[K+]. Product: [NH2:33][CH2:32][C@:18]12[CH2:19][C@H:20]1[C@:21]([C:24]1[CH:29]=[C:28]([N+:40]([O-:42])=[O:41])[CH:27]=[C:26]([F:30])[C:25]=1[F:31])([CH3:23])[N:22]=[C:16]([NH2:7])[S:17]2. The catalyst class is: 232. (3) Reactant: [CH3:1][O:2][C:3]1[CH:8]=[C:7]([O:9]COC)[CH:6]=[CH:5][C:4]=1[C:13]1[C:22]([CH2:23][N:24]([C:42]2[CH:47]=[CH:46][CH:45]=[CH:44][C:43]=2[O:48][CH3:49])[C:25]([O:27][CH2:28][CH:29]2[C:41]3[CH:40]=[CH:39][CH:38]=[CH:37][C:36]=3[C:35]3[C:30]2=[CH:31][CH:32]=[CH:33][CH:34]=3)=[O:26])=[C:21]2[C:16]([NH:17][C:18]([CH3:53])([CH3:52])[C:19](=[O:51])[N:20]2[CH3:50])=[CH:15][CH:14]=1.Cl.O1CCOCC1. Product: [OH:9][C:7]1[CH:6]=[CH:5][C:4]([C:13]2[C:22]([CH2:23][N:24]([C:42]3[CH:47]=[CH:46][CH:45]=[CH:44][C:43]=3[O:48][CH3:49])[C:25]([O:27][CH2:28][CH:29]3[C:41]4[CH:40]=[CH:39][CH:38]=[CH:37][C:36]=4[C:35]4[C:30]3=[CH:31][CH:32]=[CH:33][CH:34]=4)=[O:26])=[C:21]3[C:16]([NH:17][C:18]([CH3:52])([CH3:53])[C:19](=[O:51])[N:20]3[CH3:50])=[CH:15][CH:14]=2)=[C:3]([O:2][CH3:1])[CH:8]=1. The catalyst class is: 155. (4) Reactant: [Cl:1][C:2]1[N:3]=[C:4]([NH:20][CH:21]2[CH2:25][CH2:24][CH2:23][CH2:22]2)[C:5]2[C:10](I)=[CH:9][N:8]([CH2:12][O:13][CH2:14][CH2:15][Si:16]([CH3:19])([CH3:18])[CH3:17])[C:6]=2[N:7]=1.[OH:26][C:27]1[CH:32]=[CH:31][C:30](B(O)O)=[CH:29][CH:28]=1.C(=O)([O-])[O-].[K+].[K+]. Product: [Cl:1][C:2]1[N:3]=[C:4]([NH:20][CH:21]2[CH2:25][CH2:24][CH2:23][CH2:22]2)[C:5]2[C:10]([C:30]3[CH:31]=[CH:32][C:27]([OH:26])=[CH:28][CH:29]=3)=[CH:9][N:8]([CH2:12][O:13][CH2:14][CH2:15][Si:16]([CH3:19])([CH3:18])[CH3:17])[C:6]=2[N:7]=1. The catalyst class is: 70. (5) Reactant: [NH2:1][C@H:2]([C:5]1[CH:10]=[CH:9][CH:8]=[CH:7][CH:6]=1)[CH2:3][OH:4].CCN(CC)CC.[Cl:18][C:19]1[CH:24]=[CH:23][C:22]([S:25](Cl)(=[O:27])=[O:26])=[CH:21][CH:20]=1.O. Product: [Cl:18][C:19]1[CH:24]=[CH:23][C:22]([S:25]([NH:1][C@H:2]([C:5]2[CH:10]=[CH:9][CH:8]=[CH:7][CH:6]=2)[CH2:3][OH:4])(=[O:27])=[O:26])=[CH:21][CH:20]=1. The catalyst class is: 4. (6) Reactant: N1[C:5]([C:6]2[CH:11]=[CH:10][C:9]([C:12]3[C:21](C)=[CH:20][C:19]4[C:14](=[CH:15][CH:16]=[C:17]([O:23][CH3:24])[CH:18]=4)[N:13]=3)=[CH:8][CH:7]=2)=[N:4]N=N1.[OH-:25].[Na+].OO. Product: [CH3:24][O:23][C:17]1[CH:18]=[C:19]2[C:14](=[CH:15][CH:16]=1)[N:13]=[C:12]([C:9]1[CH:10]=[CH:11][C:6]([C:5]([NH2:4])=[O:25])=[CH:7][CH:8]=1)[CH:21]=[CH:20]2. The catalyst class is: 16. (7) Reactant: [F:1][C:2]([F:24])([F:23])[C:3]1[CH:8]=[CH:7][C:6]([C:9]2[N:14]=[CH:13][C:12]([CH:15]([OH:22])[CH2:16][CH2:17][CH2:18][CH2:19][CH2:20][CH3:21])=[CH:11][CH:10]=2)=[CH:5][CH:4]=1.N(C(N1CCCCC1)=O)=N[C:27](N1CCCCC1)=O.C(P(CCCC)CCCC)CCC.O[C:57]1[CH:66]=[CH:65][C:60]([C:61]([O:63][CH3:64])=[O:62])=[CH:59][CH:58]=1. Product: [F:24][C:2]([F:23])([F:1])[C:3]1[CH:4]=[CH:5][C:6]([C:9]2[N:14]=[CH:13][C:12]([CH:15]([O:22][C:57]3[CH:66]=[CH:65][C:60]([C:61]([O:63][CH2:64][CH3:27])=[O:62])=[CH:59][CH:58]=3)[CH2:16][CH2:17][CH2:18][CH2:19][CH2:20][CH3:21])=[CH:11][CH:10]=2)=[CH:7][CH:8]=1. The catalyst class is: 182. (8) Reactant: [NH2:1][C:2]1[CH:3]=[C:4]([NH:8][C:9](=[O:15])[O:10][C:11]([CH3:14])([CH3:13])[CH3:12])[CH:5]=[CH:6][CH:7]=1.C(N(CC)CC)C.[N+:23]([C:26]1[CH:27]=[C:28]([S:32](Cl)(=[O:34])=[O:33])[CH:29]=[CH:30][CH:31]=1)([O-:25])=[O:24]. The catalyst class is: 7. Product: [N+:23]([C:26]1[CH:27]=[C:28]([S:32]([NH:1][C:2]2[CH:3]=[C:4]([NH:8][C:9](=[O:15])[O:10][C:11]([CH3:12])([CH3:14])[CH3:13])[CH:5]=[CH:6][CH:7]=2)(=[O:34])=[O:33])[CH:29]=[CH:30][CH:31]=1)([O-:25])=[O:24]. (9) Reactant: O.O.Cl[Sn]Cl.[F:6][C:7]1[C:8]([CH3:19])=[C:9]([CH2:16][C:17]#[N:18])[CH:10]=[CH:11][C:12]=1[N+:13]([O-])=O.C([O-])(O)=O.[Na+]. Product: [NH2:13][C:12]1[CH:11]=[CH:10][C:9]([CH2:16][C:17]#[N:18])=[C:8]([CH3:19])[C:7]=1[F:6]. The catalyst class is: 25. (10) Reactant: [C:1]([OH:4])(=O)C.C[CH2:6][N:7](C(C)C)C(C)C.C1(P(N=[N+]=[N-])(C2C=CC=CC=2)=O)C=CC=CC=1.[NH2:31][C:32]1[CH:33]=[C:34]([CH:49]=[CH:50][CH:51]=1)[CH2:35][C:36]1[C:41](=[O:42])[CH:40]=[CH:39][N:38]([C:43]2[CH:44]=[N:45][N:46]([CH3:48])[CH:47]=2)[N:37]=1. Product: [CH3:6][NH:7][C:1]([NH:31][C:32]1[CH:51]=[CH:50][CH:49]=[C:34]([CH2:35][C:36]2[C:41](=[O:42])[CH:40]=[CH:39][N:38]([C:43]3[CH:44]=[N:45][N:46]([CH3:48])[CH:47]=3)[N:37]=2)[CH:33]=1)=[O:4]. The catalyst class is: 1.